Dataset: Full USPTO retrosynthesis dataset with 1.9M reactions from patents (1976-2016). Task: Predict the reactants needed to synthesize the given product. (1) The reactants are: C[Li].CCOCC.[CH3:8][C:9]1[N:14]2[CH:15]=[C:16]([CH2:18][S:19][C:20]3[NH:21][CH:22]=[C:23]([C:25]4[CH:30]=[CH:29][CH:28]=[CH:27][CH:26]=4)[N:24]=3)[N:17]=[C:13]2[N:12]=[C:11]([CH3:31])[CH:10]=1.Cl[CH2:33][CH2:34][N:35]1[CH2:40][CH2:39][O:38][CH2:37][CH2:36]1. Given the product [CH3:8][C:9]1[N:14]2[CH:15]=[C:16]([CH:18]([S:19][C:20]3[NH:21][CH:22]=[C:23]([C:25]4[CH:30]=[CH:29][CH:28]=[CH:27][CH:26]=4)[N:24]=3)[CH2:33][CH2:34][N:35]3[CH2:40][CH2:39][O:38][CH2:37][CH2:36]3)[N:17]=[C:13]2[N:12]=[C:11]([CH3:31])[CH:10]=1, predict the reactants needed to synthesize it. (2) Given the product [CH3:2][Si:1]([C:5]#[C:6][C:14]1([OH:16])[CH2:15][S:12][CH2:13]1)([CH3:4])[CH3:3], predict the reactants needed to synthesize it. The reactants are: [Si:1]([C:5]#[CH:6])([CH3:4])([CH3:3])[CH3:2].[Li]CCCC.[S:12]1[CH2:15][C:14](=[O:16])[CH2:13]1. (3) Given the product [CH2:26]([N:5]([CH2:1][CH2:2][CH2:3][CH3:4])[C:6]1[CH:11]=[CH:10][C:9]([CH:12]=[CH:13][C:14]2[C:21]([CH3:22])=[CH:20][C:17]([CH:18]=[CH:37][C:36]3[C:35]([CH3:42])([C:38]([F:41])([F:39])[F:40])[O:34][C:33](=[C:43]([C:44]#[N:45])[C:46]#[N:47])[C:32]=3[C:30]#[N:31])=[C:16]([CH3:23])[CH:15]=2)=[C:8]([O:24][CH3:25])[CH:7]=1)[CH2:27][CH2:28][CH3:29], predict the reactants needed to synthesize it. The reactants are: [CH2:1]([N:5]([CH2:26][CH2:27][CH2:28][CH3:29])[C:6]1[CH:11]=[CH:10][C:9]([CH:12]=[CH:13][C:14]2[C:21]([CH3:22])=[CH:20][C:17]([CH:18]=O)=[C:16]([CH3:23])[CH:15]=2)=[C:8]([O:24][CH3:25])[CH:7]=1)[CH2:2][CH2:3][CH3:4].[C:30]([C:32]1[C:33](=[C:43]([C:46]#[N:47])[C:44]#[N:45])[O:34][C:35]([CH3:42])([C:38]([F:41])([F:40])[F:39])[C:36]=1[CH3:37])#[N:31]. (4) The reactants are: [F:1][C:2]1[CH:14]=[CH:13][C:12]2[C:11]3[C:6](=[CH:7][CH:8]=[C:9]([F:15])[CH:10]=3)[NH:5][C:4]=2[CH:3]=1.[OH-].[K+].[CH2:18]([CH:20]1[O:22][CH2:21]1)Br. Given the product [F:1][C:2]1[CH:14]=[CH:13][C:12]2[C:11]3[C:6](=[CH:7][CH:8]=[C:9]([F:15])[CH:10]=3)[N:5]([CH2:18][CH:20]3[CH2:21][O:22]3)[C:4]=2[CH:3]=1, predict the reactants needed to synthesize it. (5) Given the product [Cl:1][C:2]1[N:3]=[CH:4][C:5]2[CH:34]=[C:33]([C:26]3[CH:27]=[CH:28][C:29]([O:31][CH3:32])=[CH:30][C:25]=3[Cl:24])[N:8]([CH2:9][C@@H:10]3[CH2:15][CH2:14][CH2:13][N:12]([C:16]([O:18][C:19]([CH3:22])([CH3:21])[CH3:20])=[O:17])[CH2:11]3)[C:6]=2[N:7]=1, predict the reactants needed to synthesize it. The reactants are: [Cl:1][C:2]1[N:7]=[C:6]([NH:8][CH2:9][C@@H:10]2[CH2:15][CH2:14][CH2:13][N:12]([C:16]([O:18][C:19]([CH3:22])([CH3:21])[CH3:20])=[O:17])[CH2:11]2)[C:5](I)=[CH:4][N:3]=1.[Cl:24][C:25]1[CH:30]=[C:29]([O:31][CH3:32])[CH:28]=[CH:27][C:26]=1[C:33]#[C:34][Si](C)(C)C.CC(C)([O-])C.[K+]. (6) Given the product [CH3:17][C:16]([CH3:19])([CH3:18])[C:15]([NH:1][C:2]1[CH:7]=[CH:6][N:5]=[CH:4][CH:3]=1)=[O:20], predict the reactants needed to synthesize it. The reactants are: [NH2:1][C:2]1[CH:7]=[CH:6][N:5]=[CH:4][CH:3]=1.C(N(CC)CC)C.[C:15](Cl)(=[O:20])[C:16]([CH3:19])([CH3:18])[CH3:17].O. (7) The reactants are: Cl[C:2]1[CH:3]=[CH:4][C:5]2[C:6](=[O:38])[N:7]([CH2:16][CH2:17][S:18][S:19][CH2:20][CH2:21][N:22]3[C:31](=[O:32])[C:30]4[CH:33]=[CH:34][C:35](Cl)=[C:28]5[C:29]=4[C:24](=[CH:25][CH:26]=[CH:27]5)[C:23]3=[O:37])[C:8](=[O:15])[C:9]3[C:14]=2[C:13]=1[CH:12]=[CH:11][CH:10]=3.[CH3:39][N:40]([CH3:45])[CH2:41][CH2:42][CH2:43][NH2:44]. Given the product [S:19]([CH2:20][CH2:21][N:22]1[C:31](=[O:32])[C:30]2[CH:33]=[CH:34][C:35]([NH:44][CH2:43][CH2:42][CH2:41][N:40]([CH3:45])[CH3:39])=[C:28]3[C:29]=2[C:24](=[CH:25][CH:26]=[CH:27]3)[C:23]1=[O:37])[S:18][CH2:17][CH2:16][N:7]1[C:6](=[O:38])[C:5]2[CH:4]=[CH:3][C:2]([NH:44][CH2:43][CH2:42][CH2:41][N:40]([CH3:45])[CH3:39])=[C:13]3[C:14]=2[C:9](=[CH:10][CH:11]=[CH:12]3)[C:8]1=[O:15], predict the reactants needed to synthesize it. (8) Given the product [F:1][C:2]1[CH:3]=[C:4]2[C:9](=[C:10]([F:12])[CH:11]=1)[O:8][CH2:7][C:6]([C:13]([NH2:14])=[O:17])=[CH:5]2, predict the reactants needed to synthesize it. The reactants are: [F:1][C:2]1[CH:3]=[C:4]2[C:9](=[C:10]([F:12])[CH:11]=1)[O:8][CH2:7][C:6]([C:13]#[N:14])=[CH:5]2.C(O)(=[O:17])C.S(=O)(=O)(O)O. (9) Given the product [F:14][C:9]1[CH:8]=[C:7]([S:2]([CH3:1])(=[O:4])=[O:3])[CH:12]=[CH:11][C:10]=1[OH:13], predict the reactants needed to synthesize it. The reactants are: [CH3:1][S:2]([OH:4])=[O:3].[Na].Br[C:7]1[CH:12]=[CH:11][C:10]([OH:13])=[C:9]([F:14])[CH:8]=1.CNCCNC.